From a dataset of Peptide-MHC class II binding affinity with 134,281 pairs from IEDB. Regression. Given a peptide amino acid sequence and an MHC pseudo amino acid sequence, predict their binding affinity value. This is MHC class II binding data. (1) The peptide sequence is TMAQMNQAFRNIVNM. The MHC is DRB1_0404 with pseudo-sequence DRB1_0404. The binding affinity (normalized) is 0.199. (2) The peptide sequence is SYIAEMETESWIVDR. The binding affinity (normalized) is 0.358. The MHC is DRB1_0404 with pseudo-sequence DRB1_0404.